From a dataset of Experimentally validated miRNA-target interactions with 360,000+ pairs, plus equal number of negative samples. Binary Classification. Given a miRNA mature sequence and a target amino acid sequence, predict their likelihood of interaction. (1) The miRNA is hsa-miR-6864-3p with sequence GUGAGACUUCUCUCCCUUCAG. Result: 1 (interaction). The protein sequence of the target gene is MEVCYQLPVLPLDRPVPQHVLSRRGAISFSSSSALFGCPNPRQLSQRRGAISYDSSDQTALYIRMLGDVRVRSRAGFESERRGSHPYIDFRIFHSQSEIEVSVSARNIRRLLSFQRYLRSSRFFRGTAVSNSLNILDDDYNGQAKCMLEKVGNWNFDIFLFDRLTNGNSLVSLTFHLFSLHGLIEYFHLDMMKLRRFLVMIQEDYHSQNPYHNAVHAADVTQAMHCYLKEPKLANSVTPWDILLSLIAAATHDLDHPGVNQPFLIKTNHYLATLYKNTSVLENHHWRSAVGLLRESGLFS.... (2) The miRNA is hsa-miR-4438 with sequence CACAGGCUUAGAAAAGACAGU. The protein sequence of the target gene is MKDSNRCCCGQFTNQHIPPLPSATPSKNEEESKQVETQPEKWSVAKHTQSYPTDSYGVLEFQGGGYSNKAMYIRVSYDTKPDSLLHLMVKDWQLELPKLLISVHGGLQNFEMQPKLKQVFGKGLIKAAMTTGAWIFTGGVSTGVISHVGDALKDHSSKSRGRVCAIGIAPWGIVENKEDLVGKDVTRVYQTMSNPLSKLSVLNNSHTHFILADNGTLGKYGAEVKLRRLLEKHISLQKINTRLGQGVPLVGLVVEGGPNVVSIVLEYLQEEPPIPVVICDGSGRASDILSFAHKYCEEGG.... Result: 1 (interaction). (3) The miRNA is hsa-miR-764 with sequence GCAGGUGCUCACUUGUCCUCCU. The protein sequence of the target gene is MEEWDVPQMKKEVESLKYQLAFQREMASKTIPELLKWIEDGIPKDPFLNPDLMKNNPWVEKGKCTIL. Result: 0 (no interaction). (4) The miRNA is hsa-miR-6893-3p with sequence CCCUGCUGCCUUCACCUGCCAG. The protein sequence of the target gene is MALPASLLPLCCLALLALSAQSCGPGRGPVGRRRYVRKQLVPLLYKQFVPSMPERTLGASGPAEGRVTRGSERFRDLVPNYNPDIIFKDEENSGADRLMTERCKERVNALAIAVMNMWPGVRLRVTEGWDEDGHHAQDSLHYEGRALDITTSDRDRNKYGLLARLAVEAGFDWVYYESRNHIHVSVKADNSLAVRAGGCFPGNATVRLRSGERKGLRELHRGDWVLAADAAGRVVPTPVLLFLDRDLQRRASFVAVETERPPRKLLLTPWHLVFAARGPAPAPGDFAPVFARRLRAGDSV.... Result: 0 (no interaction). (5) The miRNA is hsa-miR-660-5p with sequence UACCCAUUGCAUAUCGGAGUUG. The protein sequence of the target gene is MAAAVRQDLAQLMNSSGSHKDLAGKYRQILEKAIQLSGAEQLEALKAFVEAMVNENVSLVISRQLLTDFCTHLPNLPDSTAKEIYHFTLEKIQPRVISFEEQVASIRQHLASIYEKEEDWRNAAQVLVGIPLETGQKQYNVDYKLETYLKIARLYLEDDDPVQAEAYINRASLLQNESTNEQLQIHYKVCYARVLDYRRKFIEAAQRYNELSYKTIVHESERLEALKHALHCTILASAGQQRSRMLATLFKDERCQQLAAYGILEKMYLDRIIRGNQLQEFAAMLMPHQKATTADGSSIL.... Result: 0 (no interaction). (6) The miRNA is hsa-miR-4726-3p with sequence ACCCAGGUUCCCUCUGGCCGCA. The protein sequence of the target gene is MAACRYCCSCLRLRPLSDGPFLLPRRDRALTQLQVRALWSSAGSRAVAVDLGNRKLEISSGKLARFADGSAVVQSGDTAVMVTAVSKTKPSPSQFMPLVVDYRQKAAAAGRIPTNYLRREIGTSDKEILTSRIIDRSIRPLFPAGYFYDTQVLCNLLAVDGVNEPDVLAINGASVALSLSDIPWNGPVGAVRIGIIDGEYVVNPTRKEMSSSTLNLVVAGAPKSQIVMLEASAENILQQDFCHAIKVGVKYTQQIIQGIQQLVKETGVTKRTPQKLFTPSPEIVKYTHKLAMERLYAVFT.... Result: 1 (interaction). (7) The miRNA is gga-miR-103-3p with sequence AGCAGCAUUGUACAGGGCUAUGA. The protein sequence of the target gene is MGAAISQGALIAIVCNGLVGFLLLLLWVILCWACHSRSADVDSLSESSPNSSPGPCPEKAPPPQKPSHEGSYLLQP. Result: 0 (no interaction).